This data is from Forward reaction prediction with 1.9M reactions from USPTO patents (1976-2016). The task is: Predict the product of the given reaction. (1) The product is: [Cl:1][C:2]1[C:9]([CH2:14][CH:13]=[CH2:12])=[CH:8][CH:7]=[C:6]([F:11])[C:3]=1[C:4]#[N:5]. Given the reactants [Cl:1][C:2]1[C:9](I)=[CH:8][CH:7]=[C:6]([F:11])[C:3]=1[C:4]#[N:5].[CH2:12]([Sn](CCCC)(CCCC)CCCC)[CH:13]=[CH2:14].[Li+].[Cl-], predict the reaction product. (2) The product is: [CH3:1][C:2]1([CH3:17])[O:7][CH2:6][C:5]2[O:8][CH:9]=[C:10]([C:11]([OH:13])=[O:12])[C:4]=2[C:3]1=[O:16]. Given the reactants [CH3:1][C:2]1([CH3:17])[O:7][CH2:6][C:5]2[O:8][CH:9]=[C:10]([C:11]([O:13]CC)=[O:12])[C:4]=2[C:3]1=[O:16].CC1(C)C(=O)C2C(C(OCC)=O)=COC=2CC1, predict the reaction product. (3) Given the reactants Br[C:2]1[N:3]=[CH:4][C:5]([NH:8][C:9](=[O:26])[CH:10]([NH:14][C:15](=[O:25])[CH2:16][C:17]2[CH:22]=[C:21]([F:23])[CH:20]=[C:19]([F:24])[CH:18]=2)[CH2:11][CH2:12][CH3:13])=[N:6][CH:7]=1.[CH:27]1(NCCC)[CH2:29][CH2:28]1, predict the reaction product. The product is: [CH:27]1([CH2:5][N:8]([CH2:9][CH2:10][CH3:11])[C:2]2[N:3]=[CH:4][C:5]([NH:8][C:9](=[O:26])[CH:10]([NH:14][C:15](=[O:25])[CH2:16][C:17]3[CH:22]=[C:21]([F:23])[CH:20]=[C:19]([F:24])[CH:18]=3)[CH2:11][CH2:12][CH3:13])=[N:6][CH:7]=2)[CH2:28][CH2:29]1. (4) Given the reactants [Cl:1][C:2]1[CH:25]=[CH:24][C:5]([CH2:6][NH:7][C:8]([C:10]2[C:11](=[O:23])[C:12]3[S:19][C:18]([CH2:20]Cl)=[C:17]([CH3:22])[C:13]=3[N:14]([CH3:16])[CH:15]=2)=[O:9])=[CH:4][CH:3]=1.[OH:26][CH2:27][C:28]1[CH:33]=[CH:32][C:31]([CH:34]([OH:38])[CH2:35][NH:36][CH3:37])=[CH:30][CH:29]=1.C(N(C(C)C)CC)(C)C, predict the reaction product. The product is: [Cl:1][C:2]1[CH:3]=[CH:4][C:5]([CH2:6][NH:7][C:8]([C:10]2[C:11](=[O:23])[C:12]3[S:19][C:18]([CH2:20][N:36]([CH2:35][CH:34]([OH:38])[C:31]4[CH:32]=[CH:33][C:28]([CH2:27][OH:26])=[CH:29][CH:30]=4)[CH3:37])=[C:17]([CH3:22])[C:13]=3[N:14]([CH3:16])[CH:15]=2)=[O:9])=[CH:24][CH:25]=1. (5) Given the reactants [F:1][C:2]1[CH:7]=[CH:6][C:5]([C:8]2[N:12]([CH3:13])[N:11]=[CH:10][C:9]=2/[CH:14]=[CH:15]/[C:16]([OH:18])=O)=[CH:4][CH:3]=1.S(Cl)(Cl)=O.[NH2:23][C:24]1[CH:38]=[CH:37][C:27]([CH2:28][P:29](=[O:36])([O:33][CH2:34][CH3:35])[O:30][CH2:31][CH3:32])=[CH:26][CH:25]=1.C(N(C(C)C)CC)(C)C.[OH-].[Na+], predict the reaction product. The product is: [F:1][C:2]1[CH:3]=[CH:4][C:5]([C:8]2[N:12]([CH3:13])[N:11]=[CH:10][C:9]=2/[CH:14]=[CH:15]/[C:16]([NH:23][C:24]2[CH:25]=[CH:26][C:27]([CH2:28][P:29](=[O:36])([O:30][CH2:31][CH3:32])[O:33][CH2:34][CH3:35])=[CH:37][CH:38]=2)=[O:18])=[CH:6][CH:7]=1. (6) Given the reactants [C:1]([C:5]1[CH:6]=[C:7]2[C:12](=[C:13]([F:15])[CH:14]=1)[C:11](=[O:16])[N:10]([C:17]1[N:24]=[CH:23][CH:22]=[C:21]([C:25]3[CH:30]=[C:29]([NH:31][C:32]4[CH:36]=[CH:35][N:34]([CH3:37])[N:33]=4)[C:28](=[O:38])[N:27]([CH3:39])[CH:26]=3)[C:18]=1[CH:19]=[O:20])[N:9]=[CH:8]2)([CH3:4])([CH3:3])[CH3:2].O.[OH-].[Li+], predict the reaction product. The product is: [C:1]([C:5]1[CH:6]=[C:7]2[C:12](=[C:13]([F:15])[CH:14]=1)[C:11](=[O:16])[N:10]([C:17]1[C:18]([CH2:19][OH:20])=[C:21]([C:25]3[CH:30]=[C:29]([NH:31][C:32]4[CH:36]=[CH:35][N:34]([CH3:37])[N:33]=4)[C:28](=[O:38])[N:27]([CH3:39])[CH:26]=3)[CH:22]=[CH:23][N:24]=1)[N:9]=[CH:8]2)([CH3:4])([CH3:2])[CH3:3]. (7) Given the reactants C(NC(C)C)(C)C.C([Li])CCC.[Br:13][C:14]1[CH:15]=[CH:16][C:17]2[S:21][CH:20]=[CH:19][C:18]=2[CH:22]=1.Cl[Si:24]([CH3:27])([CH3:26])[CH3:25], predict the reaction product. The product is: [Br:13][C:14]1[CH:15]=[CH:16][C:17]2[S:21][C:20]([Si:24]([CH3:27])([CH3:26])[CH3:25])=[CH:19][C:18]=2[CH:22]=1. (8) Given the reactants [N:1]1([C:10]2[N:18]=[C:17]([NH:19][CH2:20][CH:21]3[CH2:26][CH2:25][N:24](C(OC(C)(C)C)=O)[CH2:23][CH2:22]3)[N:16]=[C:15]3[C:11]=2[N:12]=[CH:13][NH:14]3)[C:5]2[CH:6]=[CH:7][CH:8]=[CH:9][C:4]=2[N:3]=[CH:2]1.[C:34]([OH:40])([C:36]([F:39])([F:38])[F:37])=[O:35].C1(OC)C=CC=CC=1, predict the reaction product. The product is: [F:37][C:36]([F:39])([F:38])[C:34]([OH:40])=[O:35].[F:37][C:36]([F:39])([F:38])[C:34]([OH:40])=[O:35].[N:1]1([C:10]2[N:18]=[C:17]([NH:19][CH2:20][CH:21]3[CH2:26][CH2:25][NH:24][CH2:23][CH2:22]3)[N:16]=[C:15]3[C:11]=2[N:12]=[CH:13][NH:14]3)[C:5]2[CH:6]=[CH:7][CH:8]=[CH:9][C:4]=2[N:3]=[CH:2]1. (9) Given the reactants [C:1]1([C:7]2[C:8]([C:20]3[CH:25]=[CH:24][C:23]([C:26]4([NH:30]C(=O)OC(C)(C)C)[CH2:29][CH2:28][CH2:27]4)=[CH:22][CH:21]=3)=[N:9][C:10]3[CH:11]=[CH:12][N:13]4[CH:19]=[N:18][N:17]=[C:14]4[C:15]=3[CH:16]=2)[CH:6]=[CH:5][CH:4]=[CH:3][CH:2]=1.[ClH:38].CCOC(C)=O, predict the reaction product. The product is: [ClH:38].[C:1]1([C:7]2[C:8]([C:20]3[CH:21]=[CH:22][C:23]([C:26]4([NH2:30])[CH2:29][CH2:28][CH2:27]4)=[CH:24][CH:25]=3)=[N:9][C:10]3[CH:11]=[CH:12][N:13]4[CH:19]=[N:18][N:17]=[C:14]4[C:15]=3[CH:16]=2)[CH:6]=[CH:5][CH:4]=[CH:3][CH:2]=1.